From a dataset of Catalyst prediction with 721,799 reactions and 888 catalyst types from USPTO. Predict which catalyst facilitates the given reaction. Reactant: C([O:8][C:9]1[N:14]=[C:13]2[NH:15][CH:16]=[N:17][C:12]2=[CH:11][CH:10]=1)C1C=CC=CC=1.[H-].[Na+].Br[CH:21]1[CH2:27][CH2:26][CH2:25][CH2:24][CH2:23][CH2:22]1. Product: [CH:21]1([N:15]2[C:13]3=[N:14][C:9]([OH:8])=[CH:10][CH:11]=[C:12]3[N:17]=[CH:16]2)[CH2:27][CH2:26][CH2:25][CH2:24][CH2:23][CH2:22]1. The catalyst class is: 116.